Dataset: Forward reaction prediction with 1.9M reactions from USPTO patents (1976-2016). Task: Predict the product of the given reaction. Given the reactants [C:1]([OH:6])(=O)[C:2]([CH3:4])=[CH2:3].C1CCC(N=C=NC2CCCCC2)CC1.[C:22]1([N:28]([C:52]2[CH:57]=[CH:56][CH:55]=[CH:54][CH:53]=2)[C:29]2[CH:34]=[CH:33][C:32]([CH:35]=[CH:36][C:37]3[CH:42]=[CH:41][C:40]([CH:43]=[CH:44][C:45]4[CH:51]=[CH:50][C:48]([NH2:49])=[CH:47][CH:46]=4)=[CH:39][CH:38]=3)=[CH:31][CH:30]=2)[CH:27]=[CH:26][CH:25]=[CH:24][CH:23]=1, predict the reaction product. The product is: [C:22]1([N:28]([C:52]2[CH:57]=[CH:56][CH:55]=[CH:54][CH:53]=2)[C:29]2[CH:30]=[CH:31][C:32]([CH:35]=[CH:36][C:37]3[CH:42]=[CH:41][C:40]([CH:43]=[CH:44][C:45]4[CH:46]=[CH:47][C:48]([NH:49][C:1](=[O:6])[C:2]([CH3:4])=[CH2:3])=[CH:50][CH:51]=4)=[CH:39][CH:38]=3)=[CH:33][CH:34]=2)[CH:27]=[CH:26][CH:25]=[CH:24][CH:23]=1.